From a dataset of Reaction yield outcomes from USPTO patents with 853,638 reactions. Predict the reaction yield, written as a fraction of the theoretical maximum amount of product (1.0 means a 100% yield; for example, 0.34 means a 34% yield). (1) The reactants are [Cl:1][C:2]1[CH:7]=[CH:6][C:5]([CH2:8][C:9](OCC)=O)=[C:4]([N+:14]([O-])=O)[C:3]=1C.[K].[C:19](=O)([O-])O.[Na+].[C:24]([O:27][CH2:28][CH3:29])(=[O:26])C. The catalyst is C(O)(=O)C.[Fe]. The product is [Cl:1][C:2]1[CH:3]=[C:4]2[C:5]([CH:8]=[C:9]([C:24]([O:27][CH2:28][CH3:29])=[O:26])[NH:14]2)=[CH:6][C:7]=1[CH3:19]. The yield is 0.140. (2) The reactants are [OH:1][C:2]1[C:11]2[C:6](=[CH:7][C:8]([C:12]([F:15])([F:14])[F:13])=[CH:9][CH:10]=2)[N:5]=[C:4]([C:16]([O:18][CH3:19])=[O:17])[CH:3]=1.C(=O)([O-])[O-].[K+].[K+].I[CH:27]([CH3:29])[CH3:28]. The catalyst is C(#N)C. The product is [CH:27]([O:1][C:2]1[C:11]2[C:6](=[CH:7][C:8]([C:12]([F:15])([F:13])[F:14])=[CH:9][CH:10]=2)[N:5]=[C:4]([C:16]([O:18][CH3:19])=[O:17])[CH:3]=1)([CH3:29])[CH3:28]. The yield is 0.980.